Dataset: Reaction yield outcomes from USPTO patents with 853,638 reactions. Task: Predict the reaction yield, written as a fraction of the theoretical maximum amount of product (1.0 means a 100% yield; for example, 0.34 means a 34% yield). (1) The reactants are N1([CH:6]=[CH:7][C:8]([O:10][CH2:11][CH3:12])=[O:9])CCCC1.CCN(CC)CC.[N+:20]([CH2:23][CH2:24][CH3:25])([O-:22])=O.O=P(Cl)(Cl)Cl. The catalyst is C(Cl)(Cl)Cl. The product is [CH2:24]([C:23]1[C:7]([C:8]([O:10][CH2:11][CH3:12])=[O:9])=[CH:6][O:22][N:20]=1)[CH3:25]. The yield is 0.720. (2) The reactants are [C:1]([S:14]([NH2:17])(=[O:16])=[O:15])([C:4]([C:7]([C:10]([F:13])([F:12])[F:11])([F:9])[F:8])([F:6])[F:5])([F:3])[F:2].O[Li:19].O.CC(OC)(C)C.[CH2:27]1[CH2:34][O:33][S:30](=[O:32])(=[O:31])[CH2:29][CH2:28]1. The catalyst is COCCOC. The product is [C:1]([S:14]([NH:17][CH2:34][CH2:27][CH2:28][CH2:29][S:30]([O:33][Li:19])(=[O:32])=[O:31])(=[O:16])=[O:15])([C:4]([C:7]([C:10]([F:13])([F:11])[F:12])([F:9])[F:8])([F:6])[F:5])([F:3])[F:2]. The yield is 0.0700. (3) The reactants are P(Br)(Br)([Br:3])=O.[CH:6]1([CH2:9][N:10]2[CH:15]=[CH:14][C:13](O)=[C:12]([C:17]([F:20])([F:19])[F:18])[C:11]2=[O:21])[CH2:8][CH2:7]1. The catalyst is CN(C=O)C. The product is [Br:3][C:13]1[CH:14]=[CH:15][N:10]([CH2:9][CH:6]2[CH2:8][CH2:7]2)[C:11](=[O:21])[C:12]=1[C:17]([F:20])([F:19])[F:18]. The yield is 0.420. (4) The reactants are [CH3:1][O:2][C:3]1[CH:4]=[CH:5][C:6]([C:15]([OH:21])([CH3:20])[C:16]([F:19])([F:18])[F:17])=[C:7]([CH2:9][CH2:10][O:11]C(=O)C)[CH:8]=1.[OH-].[Na+]. The catalyst is O. The product is [F:17][C:16]([F:18])([F:19])[C:15]([C:6]1[CH:5]=[CH:4][C:3]([O:2][CH3:1])=[CH:8][C:7]=1[CH2:9][CH2:10][OH:11])([OH:21])[CH3:20]. The yield is 0.520. (5) The product is [C:1]([O:21][C:20]1[CH:19]=[CH:18][C:13]([C:14]([O:16][CH3:17])=[O:15])=[CH:12][C:11]=1[CH2:8][CH:9]=[CH2:10])(=[O:3])[CH3:2]. The catalyst is N1C=CC=CC=1. The reactants are [C:1](OC(=O)C)(=[O:3])[CH3:2].[CH2:8]([C:11]1[CH:12]=[C:13]([CH:18]=[CH:19][C:20]=1[OH:21])[C:14]([O:16][CH3:17])=[O:15])[CH:9]=[CH2:10]. The yield is 0.880.